From a dataset of Full USPTO retrosynthesis dataset with 1.9M reactions from patents (1976-2016). Predict the reactants needed to synthesize the given product. (1) Given the product [CH:27]1[C:28]2[C:33](=[CH:32][CH:31]=[CH:30][CH:29]=2)[CH:34]=[CH:35][C:26]=1[CH2:25][O:24][CH:10]1[CH:9]([C:6]2[CH:7]=[CH:8][C:3]([CH2:2][O:1][CH2:44][CH2:43][O:36][C:37]3[CH:42]=[CH:41][CH:40]=[CH:39][CH:38]=3)=[CH:4][CH:5]=2)[CH2:15][CH:14]2[N:16]([C:17]([O:19][C:20]([CH3:23])([CH3:22])[CH3:21])=[O:18])[CH:11]1[CH2:12][CH2:13]2, predict the reactants needed to synthesize it. The reactants are: [OH:1][CH2:2][C:3]1[CH:8]=[CH:7][C:6]([CH:9]2[CH2:15][CH:14]3[N:16]([C:17]([O:19][C:20]([CH3:23])([CH3:22])[CH3:21])=[O:18])[CH:11]([CH2:12][CH2:13]3)[CH:10]2[O:24][CH2:25][C:26]2[CH:35]=[CH:34][C:33]3[C:28](=[CH:29][CH:30]=[CH:31][CH:32]=3)[CH:27]=2)=[CH:5][CH:4]=1.[O:36]([CH2:43][CH2:44]Br)[C:37]1[CH:42]=[CH:41][CH:40]=[CH:39][CH:38]=1. (2) Given the product [O:1]1[C:5]2[CH:6]=[CH:7][C:8]([C:10](=[O:19])[CH:11]([Br:20])[C:12]3[CH:17]=[CH:16][CH:15]=[C:14]([CH3:18])[N:13]=3)=[CH:9][C:4]=2[O:3][CH2:2]1, predict the reactants needed to synthesize it. The reactants are: [O:1]1[C:5]2[CH:6]=[CH:7][C:8]([C:10](=[O:19])[CH2:11][C:12]3[CH:17]=[CH:16][CH:15]=[C:14]([CH3:18])[N:13]=3)=[CH:9][C:4]=2[O:3][CH2:2]1.[Br:20]Br. (3) Given the product [ClH:26].[CH3:1][O:2][CH2:3][CH2:4][CH2:5][CH2:6][C:7]#[C:8][C:9]1[CH:10]=[C:11]([CH2:15][CH2:16][CH2:17][NH2:18])[CH:12]=[CH:13][CH:14]=1, predict the reactants needed to synthesize it. The reactants are: [CH3:1][O:2][CH2:3][CH2:4][CH2:5][CH2:6][C:7]#[C:8][C:9]1[CH:10]=[C:11]([CH2:15][CH2:16][CH2:17][NH:18]C(=O)OC(C)(C)C)[CH:12]=[CH:13][CH:14]=1.[ClH:26].O1CCOCC1. (4) Given the product [Cl:1][C:2]1[CH:3]=[C:4]2[C:8](=[C:9]([CH:11]([O:13][CH2:14][C:15]3([C:28]4[CH:29]=[CH:30][CH:31]=[CH:32][CH:33]=4)[CH2:16][CH2:17][NH:18][CH2:19][CH2:20]3)[CH3:12])[CH:10]=1)[N:7]([CH3:34])[N:6]=[CH:5]2, predict the reactants needed to synthesize it. The reactants are: [Cl:1][C:2]1[CH:3]=[C:4]2[C:8](=[C:9]([CH:11]([O:13][CH2:14][C:15]3([C:28]4[CH:33]=[CH:32][CH:31]=[CH:30][CH:29]=4)[CH2:20][CH2:19][N:18](C(OC(C)(C)C)=O)[CH2:17][CH2:16]3)[CH3:12])[CH:10]=1)[N:7]([CH3:34])[N:6]=[CH:5]2.FC(F)(F)C(O)=O.C(Cl)Cl. (5) Given the product [Si:1]([O:8][CH2:9][C@@H:10]1[C:18]2[C:13](=[CH:14][CH:15]=[CH:16][CH:17]=2)[CH2:12][C@H:11]1[NH:19][C:29]([C:25]1[NH:24][C:23]2[C:22]([Cl:32])=[C:21]([Cl:20])[S:28][C:27]=2[CH:26]=1)=[O:30])([C:4]([CH3:7])([CH3:6])[CH3:5])([CH3:3])[CH3:2], predict the reactants needed to synthesize it. The reactants are: [Si:1]([O:8][CH2:9][C@@H:10]1[C:18]2[C:13](=[CH:14][CH:15]=[CH:16][CH:17]=2)[CH2:12][C@H:11]1[NH2:19])([C:4]([CH3:7])([CH3:6])[CH3:5])([CH3:3])[CH3:2].[Cl:20][C:21]1[S:28][C:27]2[CH:26]=[C:25]([C:29](O)=[O:30])[NH:24][C:23]=2[C:22]=1[Cl:32].CCN(C(C)C)C(C)C.C1C=CC2N(O)N=NC=2C=1.CCN=C=NCCCN(C)C. (6) Given the product [NH2:2][C:3]1[S:4][C:5]2[C:10]([NH:11][C@H:12]([CH3:15])[CH2:13][OH:14])=[N:9][C:8]([SH:16])=[N:7][C:6]=2[N:24]=1, predict the reactants needed to synthesize it. The reactants are: [Na].[NH2:2][C:3]1[S:4][C:5]2[C:10]([NH:11][C@H:12]([CH3:15])[CH2:13][OH:14])=[N:9][C:8]([S:16]CC3C=CC=CC=3)=[N:7][C:6]=2[N:24]=1.[Cl-].[NH4+]. (7) Given the product [F:30][C:31]1([F:37])[CH2:36][CH2:35][CH2:34][N:33]([C:6]2[CH:5]=[CH:4][C:3]([N:9]3[CH:14]=[C:13]([O:15][CH3:16])[C:12](=[O:17])[C:11]([C:18]4[N:22]([C:23]5[CH:28]=[CH:27][CH:26]=[CH:25][CH:24]=5)[N:21]=[CH:20][CH:19]=4)=[N:10]3)=[C:2]([F:1])[CH:7]=2)[CH2:32]1, predict the reactants needed to synthesize it. The reactants are: [F:1][C:2]1[CH:7]=[C:6](I)[CH:5]=[CH:4][C:3]=1[N:9]1[CH:14]=[C:13]([O:15][CH3:16])[C:12](=[O:17])[C:11]([C:18]2[N:22]([C:23]3[CH:28]=[CH:27][CH:26]=[CH:25][CH:24]=3)[N:21]=[CH:20][CH:19]=2)=[N:10]1.Cl.[F:30][C:31]1([F:37])[CH2:36][CH2:35][CH2:34][NH:33][CH2:32]1.O(C(C)(C)C)[Na].CC1(C)C2C(=C(P(C3C=CC=CC=3)C3C=CC=CC=3)C=CC=2)OC2C(P(C3C=CC=CC=3)C3C=CC=CC=3)=CC=CC1=2. (8) Given the product [NH2:8][C:9]1[N:14]=[CH:13][C:12]([C:15]2[CH:20]=[C:19]([NH:21][C:5](=[O:7])[CH3:6])[CH:18]=[CH:17][C:16]=2[CH3:22])=[N:11][C:10]=1[C:23]([C:27]1[CH:26]=[N:25][CH:30]=[CH:29][CH:28]=1)=[O:24], predict the reactants needed to synthesize it. The reactants are: C(O[C:5](=[O:7])[CH3:6])(=O)C.[NH2:8][C:9]1[C:10]([CH:23]=[O:24])=[N:11][C:12]([C:15]2[CH:20]=[C:19]([NH2:21])[CH:18]=[CH:17][C:16]=2[CH3:22])=[CH:13][N:14]=1.[N:25]1[CH:30]=[CH:29][CH:28]=[CH:27][CH:26]=1. (9) Given the product [CH3:21][O:22][C:23]1[CH:28]=[CH:27][CH:26]=[CH:25][C:24]=1[N:29]1[C:5]([C:7]2[C:12](=[O:13])[CH:11]=[CH:10][N:9]([C:14]3[CH:19]=[CH:18][CH:17]=[CH:16][CH:15]=3)[N:8]=2)=[CH:4][CH:3]=[N:2]1, predict the reactants needed to synthesize it. The reactants are: C[N:2](C)/[CH:3]=[CH:4]/[C:5]([C:7]1[C:12](=[O:13])[CH:11]=[CH:10][N:9]([C:14]2[CH:19]=[CH:18][CH:17]=[CH:16][CH:15]=2)[N:8]=1)=O.[CH3:21][O:22][C:23]1[CH:28]=[CH:27][CH:26]=[CH:25][C:24]=1[NH:29]N.Cl.